This data is from Full USPTO retrosynthesis dataset with 1.9M reactions from patents (1976-2016). The task is: Predict the reactants needed to synthesize the given product. (1) Given the product [CH:1]([C:3]1[CH:13]=[CH:12][C:6]([O:7][CH2:8][C:9]([O:11][CH2:19][CH3:20])=[O:10])=[CH:5][CH:4]=1)=[O:2], predict the reactants needed to synthesize it. The reactants are: [CH:1]([C:3]1[CH:13]=[CH:12][C:6]([O:7][CH2:8][C:9]([OH:11])=[O:10])=[CH:5][CH:4]=1)=[O:2].OS(O)(=O)=O.[CH3:19][CH2:20]O. (2) The reactants are: [Br:1][C:2]1[CH:3]=[C:4]2[C:9](=[CH:10][CH:11]=1)[NH:8][C@@H:7]([CH:12]1[CH2:14][CH2:13]1)[C@H:6]([CH3:15])[C@H:5]2[NH:16][C:17](=[O:23])[O:18][C:19]([CH3:22])([CH3:21])[CH3:20].CCN(C(C)C)C(C)C.[C:33](Cl)(=[O:35])[CH3:34]. Given the product [C:33]([N:8]1[C:9]2[C:4](=[CH:3][C:2]([Br:1])=[CH:11][CH:10]=2)[C@H:5]([NH:16][C:17](=[O:23])[O:18][C:19]([CH3:22])([CH3:21])[CH3:20])[C@@H:6]([CH3:15])[C@@H:7]1[CH:12]1[CH2:13][CH2:14]1)(=[O:35])[CH3:34], predict the reactants needed to synthesize it. (3) Given the product [F:1][C:2]1[C:31]([F:32])=[CH:30][CH:29]=[CH:28][C:3]=1[CH2:4][NH:5][C:6]1[C:11]([C:12]([NH2:14])=[O:13])=[CH:10][N:9]=[C:8]([NH:15][C:16]2[CH:17]=[CH:18][C:19]([CH:22]3[CH2:23][CH2:24][N:25]([C:37](=[O:38])[CH2:36][N:35]([CH3:40])[CH3:34])[CH2:26][CH2:27]3)=[CH:20][CH:21]=2)[CH:7]=1, predict the reactants needed to synthesize it. The reactants are: [F:1][C:2]1[C:31]([F:32])=[CH:30][CH:29]=[CH:28][C:3]=1[CH2:4][NH:5][C:6]1[C:11]([C:12]([NH2:14])=[O:13])=[CH:10][N:9]=[C:8]([NH:15][C:16]2[CH:21]=[CH:20][C:19]([CH:22]3[CH2:27][CH2:26][NH:25][CH2:24][CH2:23]3)=[CH:18][CH:17]=2)[CH:7]=1.Cl.[CH3:34][N:35]([CH3:40])[CH2:36][C:37](O)=[O:38].CCN(C(C)C)C(C)C.F[P-](F)(F)(F)(F)F.N1(O[P+](N(C)C)(N(C)C)N(C)C)C2C=CC=CC=2N=N1. (4) Given the product [CH2:5]([CH:12]([CH2:13][OH:14])[CH2:18][OH:19])[C:6]1[CH:11]=[CH:10][CH:9]=[CH:8][CH:7]=1, predict the reactants needed to synthesize it. The reactants are: BrBr.[BH4-].[Na+].[CH2:5]([CH:12]([C:18](OCC)=[O:19])[C:13](OCC)=[O:14])[C:6]1[CH:11]=[CH:10][CH:9]=[CH:8][CH:7]=1.CCOC(C)=O. (5) Given the product [CH3:14][S:15][C:16]1[C:17]2[S:24][C:23]([CH:12]=[O:13])=[CH:22][C:18]=2[N:19]=[CH:20][N:21]=1, predict the reactants needed to synthesize it. The reactants are: CSC1C2C=C([CH:12]=[O:13])SC=2N=CN=1.[CH3:14][S:15][C:16]1[C:17]2[S:24][CH:23]=[CH:22][C:18]=2[N:19]=[CH:20][N:21]=1. (6) Given the product [CH3:1][C:2]1[N:3]=[C:4]([CH2:8][NH:15][CH2:10][CH2:11][CH:12]([CH3:14])[CH3:13])[NH:5][C:6]=1[CH3:7], predict the reactants needed to synthesize it. The reactants are: [CH3:1][C:2]1[N:3]=[C:4]([CH:8]=O)[NH:5][C:6]=1[CH3:7].[CH2:10]([NH2:15])[CH2:11][CH:12]([CH3:14])[CH3:13].